From a dataset of Reaction yield outcomes from USPTO patents with 853,638 reactions. Predict the reaction yield, written as a fraction of the theoretical maximum amount of product (1.0 means a 100% yield; for example, 0.34 means a 34% yield). (1) The reactants are C([O:8][C:9]1[CH:29]=[CH:28][C:12]([O:13][CH2:14][CH2:15][C:16]2[N:17]=[C:18]([C:22]3[CH:27]=[CH:26][CH:25]=[CH:24][CH:23]=3)[O:19][C:20]=2[CH3:21])=[C:11]([CH:30]=[CH2:31])[CH:10]=1)C1C=CC=CC=1.[H][H]. The catalyst is C(O)C.[Pd]. The product is [CH2:30]([C:11]1[CH:10]=[C:9]([OH:8])[CH:29]=[CH:28][C:12]=1[O:13][CH2:14][CH2:15][C:16]1[N:17]=[C:18]([C:22]2[CH:23]=[CH:24][CH:25]=[CH:26][CH:27]=2)[O:19][C:20]=1[CH3:21])[CH3:31]. The yield is 0.640. (2) The reactants are Cl.O1CCOCC1.C(OC([NH:15][C:16]1[CH:17]=[N:18][CH:19]=[CH:20][C:21]=1[C@H:22]1[CH2:27][C@@H:26]([NH:28][C:29](=[O:35])[O:30][C:31]([CH3:34])([CH3:33])[CH3:32])[C@@H:25]([N:36]=[N+:37]=[N-:38])[C@@H:24]([CH3:39])[CH2:23]1)=O)(C)(C)C.CC(OC(OC(OC(C)(C)C)=O)=O)(C)C. The catalyst is C(Cl)Cl. The product is [NH2:15][C:16]1[CH:17]=[N:18][CH:19]=[CH:20][C:21]=1[C@H:22]1[CH2:27][C@@H:26]([NH:28][C:29](=[O:35])[O:30][C:31]([CH3:34])([CH3:33])[CH3:32])[C@@H:25]([N:36]=[N+:37]=[N-:38])[C@@H:24]([CH3:39])[CH2:23]1. The yield is 0.570. (3) The reactants are [C:1]([O:5][C:6]([NH:8][C@@H:9]([CH2:13][N:14]([C:21]1[CH:26]=[CH:25][CH:24]=[CH:23][CH:22]=1)[C:15]1[N:20]=[CH:19][CH:18]=[CH:17][N:16]=1)[C:10](O)=[O:11])=[O:7])([CH3:4])([CH3:3])[CH3:2].C(N1C=CN=C1)([N:29]1C=CN=C1)=O.N.S(=O)(=O)(O)O. The catalyst is C(#N)C. The product is [C:1]([O:5][C:6]([NH:8][C@@H:9]([CH2:13][N:14]([C:21]1[CH:22]=[CH:23][CH:24]=[CH:25][CH:26]=1)[C:15]1[N:16]=[CH:17][CH:18]=[CH:19][N:20]=1)[C:10]([NH2:29])=[O:11])=[O:7])([CH3:4])([CH3:3])[CH3:2]. The yield is 0.950. (4) The reactants are [OH:1][C:2]1[C:11]2[C:6](=[CH:7][CH:8]=[CH:9][CH:10]=2)[C@@:5]([CH3:17])([CH2:12][CH2:13][CH:14]([CH3:16])[CH3:15])[C:4](=[O:18])[C:3]=1[C:19]1[NH:24][C:23]2[CH:25]=[CH:26][C:27]([NH:29][S:30]([C:33]3[CH:34]=[C:35]4[C:40](=[CH:41][CH:42]=3)[CH:39]=[C:38]([NH:43][C:44](=[O:46])[CH3:45])[CH:37]=[CH:36]4)(=[O:32])=[O:31])=[CH:28][C:22]=2[S:21](=[O:48])(=[O:47])[N:20]=1.[OH-].[Na+:50]. The catalyst is O. The product is [C:44]([NH:43][C:38]1[CH:39]=[C:40]2[C:35](=[CH:36][CH:37]=1)[CH:34]=[C:33]([S:30]([NH:29][C:27]1[CH:26]=[CH:25][C:23]3[NH:24][C:19]([C:3]4[C:4](=[O:18])[C@:5]([CH3:17])([CH2:12][CH2:13][CH:14]([CH3:15])[CH3:16])[C:6]5[C:11](=[CH:10][CH:9]=[CH:8][CH:7]=5)[C:2]=4[O-:1])=[N:20][S:21](=[O:48])(=[O:47])[C:22]=3[CH:28]=1)(=[O:32])=[O:31])[CH:42]=[CH:41]2)(=[O:46])[CH3:45].[Na+:50]. The yield is 1.00. (5) The reactants are [F:1][C:2]([F:33])([F:32])[C:3]([C:28]([F:31])([F:30])[F:29])([OH:27])[C:4]#[C:5][CH2:6][C@:7]([C@@H:16]1[C@:24]2([CH3:25])[C@H:19]([C@@H:20]([OH:26])[CH2:21][CH2:22][CH2:23]2)[CH2:18][CH2:17]1)([CH3:15])[CH2:8][CH2:9][CH2:10][C:11]([CH3:14])([OH:13])[CH3:12].N1C2C(=CC=CC=2)C=CC=1.[H][H]. The catalyst is C(O)C.[Pd].C([O-])([O-])=O.[Ca+2].C(OCC)(=O)C.CCCCCC. The product is [F:1][C:2]([F:32])([F:33])[C:3]([C:28]([F:29])([F:30])[F:31])([OH:27])/[CH:4]=[CH:5]\[CH2:6][C@:7]([C@@H:16]1[C@:24]2([CH3:25])[C@H:19]([C@@H:20]([OH:26])[CH2:21][CH2:22][CH2:23]2)[CH2:18][CH2:17]1)([CH3:15])[CH2:8][CH2:9][CH2:10][C:11]([CH3:14])([OH:13])[CH3:12]. The yield is 0.970. (6) The yield is 0.720. The catalyst is ClCCl. The reactants are [CH2:1]([O:8][CH2:9][CH2:10][CH2:11][CH2:12][C:13]([CH3:18])([CH3:17])[C:14]([OH:16])=[O:15])[C:2]1[CH:7]=[CH:6][CH:5]=[CH:4][CH:3]=1.[C:19](N=C(O)N(C1CCCCC1)C1CCCCC1)([CH3:22])([CH3:21])[CH3:20]. The product is [C:19]([O:15][C:14](=[O:16])[C:13]([CH3:18])([CH3:17])[CH2:12][CH2:11][CH2:10][CH2:9][O:8][CH2:1][C:2]1[CH:7]=[CH:6][CH:5]=[CH:4][CH:3]=1)([CH3:22])([CH3:21])[CH3:20]. (7) The reactants are [CH3:1][C:2]1[O:6][N:5]=[C:4]([C:7]2[CH:12]=[CH:11][N:10]=[CH:9][N:8]=2)[C:3]=1[CH2:13][O:14][C:15]1[CH:23]=[CH:22][C:18]([C:19]([OH:21])=O)=[CH:17][N:16]=1.[CH2:24]([CH2:26][NH2:27])[OH:25]. No catalyst specified. The product is [OH:25][CH2:24][CH2:26][NH:27][C:19](=[O:21])[C:18]1[CH:22]=[CH:23][C:15]([O:14][CH2:13][C:3]2[C:4]([C:7]3[CH:12]=[CH:11][N:10]=[CH:9][N:8]=3)=[N:5][O:6][C:2]=2[CH3:1])=[N:16][CH:17]=1. The yield is 0.730.